From a dataset of Full USPTO retrosynthesis dataset with 1.9M reactions from patents (1976-2016). Predict the reactants needed to synthesize the given product. (1) Given the product [OH:6][CH:5]([CH2:4][OH:3])[CH2:7][O:8][NH:9][C:10]([C:12]1[N:20]([CH:21]2[CH2:22][CH2:23]2)[C:19]2[CH:18]=[CH:17][N:16]=[CH:15][C:14]=2[C:13]=1[NH:24][C:25]1[CH:30]=[CH:29][C:28]([I:31])=[CH:27][C:26]=1[F:32])=[O:11], predict the reactants needed to synthesize it. The reactants are: CC1(C)[O:6][CH:5]([CH2:7][O:8][NH:9][C:10]([C:12]2[N:20]([CH:21]3[CH2:23][CH2:22]3)[C:19]3[CH:18]=[CH:17][N:16]=[CH:15][C:14]=3[C:13]=2[NH:24][C:25]2[CH:30]=[CH:29][C:28]([I:31])=[CH:27][C:26]=2[F:32])=[O:11])[CH2:4][O:3]1.Cl. (2) Given the product [CH2:1]([O:3][C:4]([C:5]1[CH:9]=[C:10]([C:12]2[CH:17]=[CH:16][C:15]([Cl:18])=[CH:14][C:13]=2[Cl:19])[N:27]([C:26]2[CH:25]=[CH:24][C:23]([Si:22]([CH3:31])([CH3:30])[CH3:21])=[CH:29][CH:28]=2)[C:6]=1[CH3:7])=[O:20])[CH3:2], predict the reactants needed to synthesize it. The reactants are: [CH2:1]([O:3][C:4](=[O:20])[CH:5]([CH2:9][C:10]([C:12]1[CH:17]=[CH:16][C:15]([Cl:18])=[CH:14][C:13]=1[Cl:19])=O)[C:6](=O)[CH3:7])[CH3:2].[CH3:21][Si:22]([CH3:31])([CH3:30])[C:23]1[CH:29]=[CH:28][C:26]([NH2:27])=[CH:25][CH:24]=1. (3) The reactants are: [CH3:1][O:2][C@@H:3]([C:7]1[CH:12]=[CH:11][CH:10]=[CH:9][CH:8]=1)[C:4]([OH:6])=O.[NH2:13][CH2:14][C:15]1[CH:22]=[CH:21][C:18]([C:19]#[N:20])=[CH:17][CH:16]=1. Given the product [C:14]([C:15]1[CH:22]=[CH:21][C:18]([CH2:19][NH:20][C:4](=[O:6])[C@@H:3]([O:2][CH3:1])[C:7]2[CH:12]=[CH:11][CH:10]=[CH:9][CH:8]=2)=[CH:17][CH:16]=1)#[N:13], predict the reactants needed to synthesize it.